This data is from Forward reaction prediction with 1.9M reactions from USPTO patents (1976-2016). The task is: Predict the product of the given reaction. (1) The product is: [Cl:8][C:6]1[CH:7]=[C:2]([NH:24][CH2:22][CH3:23])[C:3]2[N:4]([C:9]([C:12]([NH:14][C:15]3[CH:20]=[CH:19][N:18]=[CH:17][C:16]=3[F:21])=[O:13])=[CH:10][N:11]=2)[N:5]=1. Given the reactants Br[C:2]1[C:3]2[N:4]([C:9]([C:12]([NH:14][C:15]3[CH:20]=[CH:19][N:18]=[CH:17][C:16]=3[F:21])=[O:13])=[CH:10][N:11]=2)[N:5]=[C:6]([Cl:8])[CH:7]=1.[CH2:22]([NH2:24])[CH3:23].CCN(C(C)C)C(C)C, predict the reaction product. (2) Given the reactants [K+].[C:2]1([CH3:12])[CH:7]=[CH:6][C:5]([S:8](=[S:11])([O-:10])=[O:9])=[CH:4][CH:3]=1.[CH3:13][O:14][C:15]([O:22][CH3:23])([O:20][CH3:21])[CH2:16][CH2:17][CH2:18]Br.C1OCCOCCOCCOCCOCCOC1.C(=O)(O)[O-].[Na+], predict the reaction product. The product is: [C:2]1([CH3:12])[CH:3]=[CH:4][C:5]([S:8](=[S:11])([O:10][CH2:18][CH2:17][CH2:16][C:15]([O:22][CH3:23])([O:20][CH3:21])[O:14][CH3:13])=[O:9])=[CH:6][CH:7]=1. (3) The product is: [CH3:1][O:2][C:3]([C:4]1[CH:9]=[CH:8][C:7]2[N:10]([CH2:11][CH2:12][S:13]([CH3:16])(=[O:15])=[O:14])[CH:21]=[N:17][C:6]=2[CH:5]=1)=[O:20]. Given the reactants [CH3:1][O:2][C:3](=[O:20])[C:4]1[CH:9]=[CH:8][C:7]([NH:10][CH2:11][CH2:12][S:13]([CH3:16])(=[O:15])=[O:14])=[C:6]([N+:17]([O-])=O)[CH:5]=1.[CH3:21]O, predict the reaction product. (4) Given the reactants C1(OC(=O)[N:9]([C:19]2[CH:24]=[C:23]([O:25][C:26]3[CH:31]=[CH:30][C:29]([NH:32][C:33]([C:35]4([C:38](=[O:47])[NH:39][C:40]5[CH:45]=[CH:44][C:43]([F:46])=[CH:42][CH:41]=5)[CH2:37][CH2:36]4)=[O:34])=[CH:28][C:27]=3[F:48])[CH:22]=[CH:21][N:20]=2)[C:10]([O:12]C2C=CC=CC=2)=O)C=CC=CC=1.[CH3:50][N:51]([CH3:60])[CH2:52][CH2:53][N:54]1[CH2:59][CH2:58][NH:57][CH2:56][CH2:55]1, predict the reaction product. The product is: [CH3:50][N:51]([CH3:60])[CH2:52][CH2:53][N:54]1[CH2:59][CH2:58][N:57]([C:10]([NH:9][C:19]2[CH:24]=[C:23]([O:25][C:26]3[CH:31]=[CH:30][C:29]([NH:32][C:33]([C:35]4([C:38]([NH:39][C:40]5[CH:45]=[CH:44][C:43]([F:46])=[CH:42][CH:41]=5)=[O:47])[CH2:37][CH2:36]4)=[O:34])=[CH:28][C:27]=3[F:48])[CH:22]=[CH:21][N:20]=2)=[O:12])[CH2:56][CH2:55]1. (5) Given the reactants [CH2:1]([O:3][C:4]([C:6]1[O:7][C:8]2[C:13]([C:14](=[O:16])[CH:15]=1)=[CH:12][C:11]([O:17][CH3:18])=[CH:10][C:9]=2Br)=[O:5])[CH3:2].[CH2:20]([N:24]1[CH2:29][CH2:28][NH:27][CH2:26][CH2:25]1)[CH2:21][CH2:22][CH3:23], predict the reaction product. The product is: [CH2:1]([O:3][C:4]([C:6]1[O:7][C:8]2[C:13]([C:14](=[O:16])[CH:15]=1)=[CH:12][C:11]([O:17][CH3:18])=[CH:10][C:9]=2[N:27]1[CH2:28][CH2:29][N:24]([CH2:20][CH2:21][CH2:22][CH3:23])[CH2:25][CH2:26]1)=[O:5])[CH3:2]. (6) Given the reactants [F:1][C:2]1[CH:7]=[CH:6][C:5]([F:8])=[CH:4][C:3]=1[C@H:9]1[CH2:13][CH2:12][CH2:11][N:10]1[C:14]1[CH:19]=[CH:18][N:17]2[N:20]=[CH:21][C:22]([NH2:23])=[C:16]2[N:15]=1.[C:24](O[C:24](=[O:28])[CH:25]([CH3:27])[CH3:26])(=[O:28])[CH:25]([CH3:27])[CH3:26].N1C=CC=CC=1, predict the reaction product. The product is: [F:1][C:2]1[CH:7]=[CH:6][C:5]([F:8])=[CH:4][C:3]=1[C@H:9]1[CH2:13][CH2:12][CH2:11][N:10]1[C:14]1[CH:19]=[CH:18][N:17]2[N:20]=[CH:21][C:22]([NH:23][C:24](=[O:28])[CH:25]([CH3:27])[CH3:26])=[C:16]2[N:15]=1. (7) Given the reactants [CH3:1][C:2]1[CH:3]=[C:4](B(O)O)[CH:5]=[CH:6][CH:7]=1.C(=O)([O-])[O-].[K+].[K+].Cl[C:18]1[CH:23]=[C:22]([Cl:24])[N:21]=[C:20]([CH3:25])[N:19]=1.[Cl-].[NH4+], predict the reaction product. The product is: [Cl:24][C:22]1[CH:23]=[C:18]([C:6]2[CH:5]=[CH:4][CH:3]=[C:2]([CH3:1])[CH:7]=2)[N:19]=[C:20]([CH3:25])[N:21]=1. (8) Given the reactants [Cl:1][C:2]1[NH:10][C:9]2[C:8](=[O:11])[N:7]([CH2:12][CH2:13][CH2:14][CH2:15][C:16]([OH:18])=O)[C:6](=[O:19])[N:5]([CH2:20][CH2:21][CH2:22][CH2:23][CH3:24])[C:4]=2[N:3]=1.C1N=CN(C(N2C=NC=C2)=O)C=1.[F:37][C:38]1[CH:43]=[CH:42][C:41]([CH2:44][NH2:45])=[CH:40][C:39]=1[CH3:46].CCN(C(C)C)C(C)C, predict the reaction product. The product is: [Cl:1][C:2]1[NH:10][C:9]2[C:8](=[O:11])[N:7]([CH2:12][CH2:13][CH2:14][CH2:15][C:16]([NH:45][CH2:44][C:41]3[CH:42]=[CH:43][C:38]([F:37])=[C:39]([CH3:46])[CH:40]=3)=[O:18])[C:6](=[O:19])[N:5]([CH2:20][CH2:21][CH2:22][CH2:23][CH3:24])[C:4]=2[N:3]=1. (9) Given the reactants C(O[C:6]([N:8]([CH2:10][C:11]1[CH:12]=[C:13]([NH:17][C:18](=[O:40])[CH2:19][N:20]2[CH:24]=[C:23]([O:25][C:26]3[C:35]4[C:30](=[CH:31][C:32]([O:38][CH3:39])=[C:33]([O:36][CH3:37])[CH:34]=4)[N:29]=[CH:28][N:27]=3)[CH:22]=[N:21]2)[CH:14]=[CH:15][CH:16]=1)C)=O)(C)(C)C.FC(F)(F)C(O)=O, predict the reaction product. The product is: [CH3:6][NH:8][CH2:10][C:11]1[CH:12]=[C:13]([NH:17][C:18](=[O:40])[CH2:19][N:20]2[CH:24]=[C:23]([O:25][C:26]3[C:35]4[C:30](=[CH:31][C:32]([O:38][CH3:39])=[C:33]([O:36][CH3:37])[CH:34]=4)[N:29]=[CH:28][N:27]=3)[CH:22]=[N:21]2)[CH:14]=[CH:15][CH:16]=1.